Dataset: Forward reaction prediction with 1.9M reactions from USPTO patents (1976-2016). Task: Predict the product of the given reaction. (1) Given the reactants [Cl:1][C:2]1[N:7]=[C:6]([C:8]2[NH:9][C:10]3[C:15]([CH:16]=2)=[CH:14][C:13]([F:17])=[CH:12][CH:11]=3)[C:5]([NH2:18])=[CH:4][CH:3]=1.[CH2:19](OC(OCC)OCC)C.Cl.CO, predict the reaction product. The product is: [Cl:1][C:2]1[CH:3]=[CH:4][C:5]2[N:18]=[CH:19][N:9]3[C:10]4[CH:11]=[CH:12][C:13]([F:17])=[CH:14][C:15]=4[CH:16]=[C:8]3[C:6]=2[N:7]=1. (2) Given the reactants Br[C:2]1[C:3](=[O:13])[C:4]2[C:9]([C:10](=[O:12])[CH:11]=1)=[CH:8][CH:7]=[CH:6][CH:5]=2.[NH2:14][CH2:15][C:16]1[CH:17]=[N:18][CH:19]=[CH:20][CH:21]=1, predict the reaction product. The product is: [N:18]1[CH:19]=[CH:20][CH:21]=[C:16]([CH2:15][NH:14][C:2]2[C:3](=[O:13])[C:4]3[C:9]([C:10](=[O:12])[CH:11]=2)=[CH:8][CH:7]=[CH:6][CH:5]=3)[CH:17]=1. (3) Given the reactants [CH2:1]([O:8][C:9]1[CH:10]=[CH:11][C:12](Cl)=[N:13][CH:14]=1)[C:2]1[CH:7]=[CH:6][CH:5]=[CH:4][CH:3]=1.[C:16]([O:20][C:21]([N:23]1[CH2:28][CH2:27][CH:26]([NH2:29])[CH2:25][CH2:24]1)=[O:22])([CH3:19])([CH3:18])[CH3:17].O(C(C)(C)C)[K], predict the reaction product. The product is: [C:16]([O:20][C:21]([N:23]1[CH2:28][CH2:27][CH:26]([NH:29][C:12]2[CH:11]=[CH:10][C:9]([O:8][CH2:1][C:2]3[CH:7]=[CH:6][CH:5]=[CH:4][CH:3]=3)=[CH:14][N:13]=2)[CH2:25][CH2:24]1)=[O:22])([CH3:19])([CH3:17])[CH3:18]. (4) Given the reactants [N:1]([C:4]1[CH:17]=[CH:16][C:7]([O:8][CH2:9][CH2:10]N2CCCC2)=[CH:6][CH:5]=1)=[C:2]=[S:3].[CH3:18][N:19]([CH3:31])[CH2:20]CCOC1C=CC(N)=CC=1, predict the reaction product. The product is: [N:1]([C:4]1[CH:5]=[CH:6][C:7]([O:8][CH2:9][CH2:10][CH2:18][N:19]([CH3:31])[CH3:20])=[CH:16][CH:17]=1)=[C:2]=[S:3]. (5) Given the reactants [OH:1][B:2]1[C:6]2[CH:7]=[C:8]([OH:12])[CH:9]=[C:10]([CH3:11])[C:5]=2[CH:4]([CH2:13][C:14]([O:16][CH2:17][CH3:18])=[O:15])[O:3]1.C([O-])([O-])=O.[K+].[K+].Cl[CH2:26][C:27]([NH:29][CH3:30])=[O:28], predict the reaction product. The product is: [OH:1][B:2]1[C:6]2[CH:7]=[C:8]([O:12][CH2:26][C:27]([NH:29][CH3:30])=[O:28])[CH:9]=[C:10]([CH3:11])[C:5]=2[CH:4]([CH2:13][C:14]([O:16][CH2:17][CH3:18])=[O:15])[O:3]1. (6) Given the reactants [N+:1]([C:4]1[CH:5]=[C:6]([NH:10][C:11]([CH:13]2[CH2:15][CH2:14]2)=[O:12])[CH:7]=[CH:8][CH:9]=1)([O-])=O, predict the reaction product. The product is: [NH2:1][C:4]1[CH:5]=[C:6]([NH:10][C:11]([CH:13]2[CH2:14][CH2:15]2)=[O:12])[CH:7]=[CH:8][CH:9]=1. (7) Given the reactants [F:1][C:2]1[CH:10]=[CH:9][CH:8]=[C:7]([F:11])[C:3]=1[C:4]([OH:6])=O.S(Cl)(Cl)=O.[CH3:16][C:17]1[NH:31][C:20]2=[C:21]([NH:25][C:26]([CH:28]3[CH2:30][CH2:29]3)=[O:27])[N:22]=[CH:23][CH:24]=[C:19]2[CH:18]=1.[Cl-].[Al+3].[Cl-].[Cl-], predict the reaction product. The product is: [F:11][C:7]1[CH:8]=[CH:9][CH:10]=[C:2]([F:1])[C:3]=1[C:4]([C:18]1[C:19]2[C:20](=[C:21]([NH:25][C:26]([CH:28]3[CH2:29][CH2:30]3)=[O:27])[N:22]=[CH:23][CH:24]=2)[NH:31][C:17]=1[CH3:16])=[O:6].